Dataset: Reaction yield outcomes from USPTO patents with 853,638 reactions. Task: Predict the reaction yield, written as a fraction of the theoretical maximum amount of product (1.0 means a 100% yield; for example, 0.34 means a 34% yield). (1) The reactants are [F:1][C:2]1[CH:7]=[C:6]([CH2:8]O)[CH:5]=[CH:4][C:3]=1[C:10]1[C:11]([C:16]#[N:17])=[CH:12][CH:13]=[CH:14][CH:15]=1.P(Br)(Br)[Br:19].C(=O)([O-])O.[Na+]. The catalyst is C1(C)C=CC=CC=1. The product is [Br:19][CH2:8][C:6]1[CH:5]=[CH:4][C:3]([C:10]2[C:11]([C:16]#[N:17])=[CH:12][CH:13]=[CH:14][CH:15]=2)=[C:2]([F:1])[CH:7]=1. The yield is 1.00. (2) The reactants are Cl.[CH3:2][C:3]1[CH:4]=[CH:5][C:6]2[NH:10][C:9](=[O:11])[N:8]([CH:12]3[CH2:17][CH2:16][NH:15][CH2:14][CH2:13]3)[C:7]=2[CH:18]=1.[O:19]1[CH2:24][CH2:23][C:22](=O)[CH2:21][CH2:20]1.[C-:26]#[N:27].[K+]. The catalyst is O. The product is [CH3:2][C:3]1[CH:4]=[CH:5][C:6]2[NH:10][C:9](=[O:11])[N:8]([CH:12]3[CH2:17][CH2:16][N:15]([C:22]4([C:26]#[N:27])[CH2:23][CH2:24][O:19][CH2:20][CH2:21]4)[CH2:14][CH2:13]3)[C:7]=2[CH:18]=1. The yield is 0.630. (3) The reactants are [F:1][C:2]1[C:7]([S:8]([CH3:11])(=[O:10])=[O:9])=[CH:6][CH:5]=[CH:4][C:3]=1[CH:12]1[CH2:17][CH2:16][N:15](C(OC)=O)[CH2:14][CH2:13]1. The catalyst is C(O)C.Cl. The product is [F:1][C:2]1[C:7]([S:8]([CH3:11])(=[O:10])=[O:9])=[CH:6][CH:5]=[CH:4][C:3]=1[CH:12]1[CH2:17][CH2:16][NH:15][CH2:14][CH2:13]1. The yield is 0.910. (4) The reactants are [Br:1][C:2]1[C:7]([F:8])=[CH:6][C:5]([N:9]2[C:18]3[C:13](=[CH:14][C:15]([S:19](Cl)(=[O:21])=[O:20])=[CH:16][CH:17]=3)[N:12]=[CH:11][C:10]2=[O:23])=[C:4]([O:24][CH3:25])[CH:3]=1.ClCCl.[N:29]1[CH:34]=[CH:33][CH:32]=[C:31]([NH2:35])[N:30]=1.N1C=CC=CC=1. The catalyst is CO.CCOC(C)=O. The product is [Br:1][C:2]1[C:7]([F:8])=[CH:6][C:5]([N:9]2[C:18]3[C:13](=[CH:14][C:15]([S:19]([NH:35][C:31]4[N:30]=[N:29][CH:34]=[CH:33][CH:32]=4)(=[O:21])=[O:20])=[CH:16][CH:17]=3)[N:12]=[CH:11][C:10]2=[O:23])=[C:4]([O:24][CH3:25])[CH:3]=1. The yield is 0.222. (5) The reactants are [O:1]1[C:5]2[CH:6]=[CH:7][CH:8]=[CH:9][C:4]=2[CH2:3][CH2:2]1.[Br:10]N1C(=O)CCC1=O.O. The catalyst is O1CCCC1. The product is [Br:10][C:8]1[CH:7]=[CH:6][C:5]2[O:1][CH2:2][CH2:3][C:4]=2[CH:9]=1. The yield is 0.970. (6) The reactants are [Cl:1][C:2]1[CH:7]=[CH:6][C:5]([C@@H:8]2[N:14]([C@@H:15]([C:17]3[CH:22]=[CH:21][C:20]([Cl:23])=[CH:19][CH:18]=3)[CH3:16])[C:13](=[O:24])[C:12]3[CH:25]=[C:26](I)[CH:27]=[CH:28][C:11]=3[NH:10][C:9]2=[O:30])=[CH:4][CH:3]=1.[CH3:31][C:32]1[CH:37]=[CH:36][CH:35]=[CH:34][C:33]=1B(O)O.C(=O)([O-])[O-].[Na+].[Na+]. The catalyst is C(O)C.C1(C)C=CC=CC=1.C1C=CC([P]([Pd]([P](C2C=CC=CC=2)(C2C=CC=CC=2)C2C=CC=CC=2)([P](C2C=CC=CC=2)(C2C=CC=CC=2)C2C=CC=CC=2)[P](C2C=CC=CC=2)(C2C=CC=CC=2)C2C=CC=CC=2)(C2C=CC=CC=2)C2C=CC=CC=2)=CC=1. The product is [Cl:1][C:2]1[CH:7]=[CH:6][C:5]([C@@H:8]2[N:14]([C@@H:15]([C:17]3[CH:22]=[CH:21][C:20]([Cl:23])=[CH:19][CH:18]=3)[CH3:16])[C:13](=[O:24])[C:12]3[CH:25]=[C:26]([C:33]4[CH:34]=[CH:35][CH:36]=[CH:37][C:32]=4[CH3:31])[CH:27]=[CH:28][C:11]=3[NH:10][C:9]2=[O:30])=[CH:4][CH:3]=1. The yield is 0.680.